This data is from NCI-60 drug combinations with 297,098 pairs across 59 cell lines. The task is: Regression. Given two drug SMILES strings and cell line genomic features, predict the synergy score measuring deviation from expected non-interaction effect. (1) Drug 2: CN(CC1=CN=C2C(=N1)C(=NC(=N2)N)N)C3=CC=C(C=C3)C(=O)NC(CCC(=O)O)C(=O)O. Drug 1: C1=CC=C(C=C1)NC(=O)CCCCCCC(=O)NO. Cell line: HOP-62. Synergy scores: CSS=6.25, Synergy_ZIP=-4.10, Synergy_Bliss=-6.19, Synergy_Loewe=-10.1, Synergy_HSA=-5.05. (2) Drug 1: C#CCC(CC1=CN=C2C(=N1)C(=NC(=N2)N)N)C3=CC=C(C=C3)C(=O)NC(CCC(=O)O)C(=O)O. Drug 2: C1=NNC2=C1C(=O)NC=N2. Cell line: HCT116. Synergy scores: CSS=58.7, Synergy_ZIP=-2.37, Synergy_Bliss=-3.57, Synergy_Loewe=-60.0, Synergy_HSA=-3.96. (3) Drug 1: CC(CN1CC(=O)NC(=O)C1)N2CC(=O)NC(=O)C2. Drug 2: C1CC(C1)(C(=O)O)C(=O)O.[NH2-].[NH2-].[Pt+2]. Cell line: UACC-257. Synergy scores: CSS=13.7, Synergy_ZIP=-4.18, Synergy_Bliss=0.0532, Synergy_Loewe=-0.118, Synergy_HSA=-0.0584. (4) Drug 1: C1=CC=C(C=C1)NC(=O)CCCCCCC(=O)NO. Drug 2: C1C(C(OC1N2C=NC3=C2NC=NCC3O)CO)O. Cell line: NCI-H322M. Synergy scores: CSS=6.68, Synergy_ZIP=-0.778, Synergy_Bliss=2.83, Synergy_Loewe=0.753, Synergy_HSA=1.53. (5) Drug 1: C1=NC2=C(N1)C(=S)N=C(N2)N. Drug 2: C1C(C(OC1N2C=C(C(=O)NC2=O)F)CO)O. Cell line: NCI-H226. Synergy scores: CSS=2.21, Synergy_ZIP=-5.94, Synergy_Bliss=-4.46, Synergy_Loewe=-7.84, Synergy_HSA=-4.68. (6) Drug 1: C1=CC(=CC=C1C#N)C(C2=CC=C(C=C2)C#N)N3C=NC=N3. Drug 2: CCC1(C2=C(COC1=O)C(=O)N3CC4=CC5=C(C=CC(=C5CN(C)C)O)N=C4C3=C2)O.Cl. Cell line: ACHN. Synergy scores: CSS=34.0, Synergy_ZIP=5.69, Synergy_Bliss=3.13, Synergy_Loewe=-4.85, Synergy_HSA=-4.92. (7) Drug 1: C1=NC(=NC(=O)N1C2C(C(C(O2)CO)O)O)N. Cell line: HT29. Drug 2: C1=CN(C=N1)CC(O)(P(=O)(O)O)P(=O)(O)O. Synergy scores: CSS=22.1, Synergy_ZIP=-5.12, Synergy_Bliss=3.93, Synergy_Loewe=3.44, Synergy_HSA=3.32.